From a dataset of Forward reaction prediction with 1.9M reactions from USPTO patents (1976-2016). Predict the product of the given reaction. (1) The product is: [Cl:8][C:7]1[C:2](=[O:17])[NH:3][N:4]=[C:5]([C:9]2[CH:14]=[CH:13][CH:12]=[CH:11][CH:10]=2)[CH:6]=1. Given the reactants Cl[C:2]1[N:3]=[N:4][C:5]([C:9]2[CH:14]=[CH:13][CH:12]=[CH:11][CH:10]=2)=[CH:6][C:7]=1[Cl:8].C(O)(=[O:17])C, predict the reaction product. (2) Given the reactants I[C:2]1[CH:7]=[CH:6][C:5]([CH2:8][OH:9])=[CH:4][CH:3]=1.[F:10][C:11]([F:18])([F:17])[C:12]1[CH:13]=[N:14][NH:15][CH:16]=1.O[C@H]1CN[C@H](C(O)=O)C1.C(=O)([O-])[O-].[Cs+].[Cs+], predict the reaction product. The product is: [F:10][C:11]([F:18])([F:17])[C:12]1[CH:13]=[N:14][N:15]([C:2]2[CH:7]=[CH:6][C:5]([CH2:8][OH:9])=[CH:4][CH:3]=2)[CH:16]=1. (3) Given the reactants [CH2:1]([N:8]1[C:12]([C@H:13]([N:18]([CH2:29][C@H:30]2[C@@H:34]([F:35])[CH2:33][N:32](C(OCC3C=CC=CC=3)=O)[CH2:31]2)[C:19]([N:21]2[CH2:26][C@@H:25]([CH3:27])[O:24][C@@H:23]([CH3:28])[CH2:22]2)=[O:20])[C:14]([CH3:17])([CH3:16])[CH3:15])=[N:11][C:10]([C:46]2[CH:51]=[C:50]([F:52])[CH:49]=[CH:48][C:47]=2[F:53])=[N:9]1)[C:2]1[CH:7]=[CH:6][CH:5]=[CH:4][CH:3]=1, predict the reaction product. The product is: [CH2:1]([N:8]1[C:12]([C@H:13]([N:18]([CH2:29][C@H:30]2[C@@H:34]([F:35])[CH2:33][NH:32][CH2:31]2)[C:19]([N:21]2[CH2:22][C@@H:23]([CH3:28])[O:24][C@@H:25]([CH3:27])[CH2:26]2)=[O:20])[C:14]([CH3:15])([CH3:16])[CH3:17])=[N:11][C:10]([C:46]2[CH:51]=[C:50]([F:52])[CH:49]=[CH:48][C:47]=2[F:53])=[N:9]1)[C:2]1[CH:7]=[CH:6][CH:5]=[CH:4][CH:3]=1. (4) Given the reactants [CH2:1]([N:6]([C:10]1[CH:19]=[CH:18][C:17]2[C:16]([CH3:21])([CH3:20])[CH2:15][CH2:14][C:13]([CH3:23])([CH3:22])[C:12]=2[CH:11]=1)[C:7](Cl)=[O:8])[CH2:2][CH2:3][CH2:4][CH3:5].[NH2:24][C:25]1[CH:34]=[CH:33][C:28]([C:29]([O:31][CH3:32])=[O:30])=[CH:27][N:26]=1, predict the reaction product. The product is: [CH2:1]([N:6]([C:10]1[CH:19]=[CH:18][C:17]2[C:16]([CH3:21])([CH3:20])[CH2:15][CH2:14][C:13]([CH3:23])([CH3:22])[C:12]=2[CH:11]=1)[C:7](=[O:8])[NH:24][C:25]1[CH:34]=[CH:33][C:28]([C:29]([O:31][CH3:32])=[O:30])=[CH:27][N:26]=1)[CH2:2][CH2:3][CH2:4][CH3:5]. (5) Given the reactants [Cl:1][C:2]1[CH:3]=[C:4]([CH2:9][N:10]2[CH:14]=[C:13]([NH:15][C:16]([C:18]3[CH:19]=[C:20]4[C:25](=[CH:26][CH:27]=3)[CH2:24][N:23](C(OC(C)(C)C)=O)[CH2:22][CH2:21]4)=[O:17])[CH:12]=[N:11]2)[CH:5]=[CH:6][C:7]=1[Cl:8].Cl, predict the reaction product. The product is: [ClH:1].[Cl:1][C:2]1[CH:3]=[C:4]([CH2:9][N:10]2[CH:14]=[C:13]([NH:15][C:16]([C:18]3[CH:19]=[C:20]4[C:25](=[CH:26][CH:27]=3)[CH2:24][NH:23][CH2:22][CH2:21]4)=[O:17])[CH:12]=[N:11]2)[CH:5]=[CH:6][C:7]=1[Cl:8]. (6) Given the reactants [S:1]1[CH:5]=[CH:4][CH:3]=[C:2]1[C:6]1[CH:11]=[CH:10][N:9]=[C:8]2[N:12]([C@@H:15]3[O:29][C@H:28]([CH2:30][O:31]C(C4C(C)=CC=CC=4)=O)[C@@H:17]([O:18]C(C4C(C)=CC=CC=4)=O)[CH2:16]3)[CH:13]=[N:14][C:7]=12, predict the reaction product. The product is: [S:1]1[CH:5]=[CH:4][CH:3]=[C:2]1[C:6]1[CH:11]=[CH:10][N:9]=[C:8]2[N:12]([C@@H:15]3[O:29][C@H:28]([CH2:30][OH:31])[C@@H:17]([OH:18])[CH2:16]3)[CH:13]=[N:14][C:7]=12. (7) Given the reactants [CH:1]1([C:6]([N:8]2[CH2:13][CH:12]=[C:11]([C:14]3[C:22]4[C:17](=[N:18][CH:19]=[C:20]([N+:24]([O-])=O)[C:21]=4[CH3:23])[N:16]([CH3:27])[CH:15]=3)[CH2:10][C@@H:9]2[CH3:28])=[O:7])[CH2:5][CH2:4][CH2:3][CH2:2]1.[H][H].[C:31]([C:33]1[CH:34]=[C:35]([CH:39]=[C:40]([O:42][CH3:43])[CH:41]=1)[C:36](O)=[O:37])#[N:32].CN(C(ON1N=NC2C=CC=NC1=2)=[N+](C)C)C.F[P-](F)(F)(F)(F)F.CCN(C(C)C)C(C)C, predict the reaction product. The product is: [C:31]([C:33]1[CH:34]=[C:35]([CH:39]=[C:40]([O:42][CH3:43])[CH:41]=1)[C:36]([NH:24][C:20]1[C:21]([CH3:23])=[C:22]2[C:14]([C@H:11]3[CH2:12][CH2:13][N:8]([C:6]([CH:1]4[CH2:5][CH2:4][CH2:3][CH2:2]4)=[O:7])[C@@H:9]([CH3:28])[CH2:10]3)=[CH:15][N:16]([CH3:27])[C:17]2=[N:18][CH:19]=1)=[O:37])#[N:32]. (8) Given the reactants [I-].[CH2:2]([O:4][C:5]1[CH:10]=[C:9]([N+:11]([O-:13])=[O:12])[CH:8]=[CH:7][C:6]=1[C:14]1[CH:19]=[CH:18][N+:17]([CH:20]([CH3:22])[CH3:21])=[CH:16][CH:15]=1)[CH3:3].[BH4-].[Na+].CC(C)=O, predict the reaction product. The product is: [CH2:2]([O:4][C:5]1[CH:10]=[C:9]([N+:11]([O-:13])=[O:12])[CH:8]=[CH:7][C:6]=1[C:14]1[CH2:19][CH2:18][N:17]([CH:20]([CH3:21])[CH3:22])[CH2:16][CH:15]=1)[CH3:3].